From a dataset of Reaction yield outcomes from USPTO patents with 853,638 reactions. Predict the reaction yield, written as a fraction of the theoretical maximum amount of product (1.0 means a 100% yield; for example, 0.34 means a 34% yield). (1) The reactants are Br[CH:2]1[CH2:7][CH2:6][CH2:5][CH:4]([C:8]([N:10]2[CH2:15][CH2:14][CH2:13][CH2:12][CH2:11]2)=[O:9])[C:3]1=O.[F:17][CH2:18][CH2:19][NH:20][C:21]1[CH:26]=[CH:25][CH:24]=[CH:23][CH:22]=1. The catalyst is CC(O)C.[Cl-].[Zn+2].[Cl-]. The product is [F:17][CH2:18][CH2:19][N:20]1[C:2]2[CH2:7][CH2:6][CH2:5][CH:4]([C:8]([N:10]3[CH2:15][CH2:14][CH2:13][CH2:12][CH2:11]3)=[O:9])[C:3]=2[C:26]2[C:21]1=[CH:22][CH:23]=[CH:24][CH:25]=2. The yield is 0.270. (2) The reactants are Br[C:2]1[CH:10]=[CH:9][CH:8]=[C:7]2[C:3]=1[C:4]1([C:25]3=[N:26][C:27]([O:30][CH3:31])=[CH:28][CH:29]=[C:24]3[O:23][CH2:22]1)[C:5](=[O:21])[N:6]2[CH2:11][C:12]1[O:13][C:14]([C:17]([F:20])([F:19])[F:18])=[CH:15][CH:16]=1.C(O)=O.C(N(CC)CC)C. The catalyst is O1CCOCC1.C(OCC)(=O)C.C1C=CC([P]([Pd]([P](C2C=CC=CC=2)(C2C=CC=CC=2)C2C=CC=CC=2)([P](C2C=CC=CC=2)(C2C=CC=CC=2)C2C=CC=CC=2)[P](C2C=CC=CC=2)(C2C=CC=CC=2)C2C=CC=CC=2)(C2C=CC=CC=2)C2C=CC=CC=2)=CC=1. The product is [CH3:31][O:30][C:27]1[N:26]=[C:25]2[C:4]3([CH2:22][O:23][C:24]2=[CH:29][CH:28]=1)[C:3]1[C:7](=[CH:8][CH:9]=[CH:10][CH:2]=1)[N:6]([CH2:11][C:12]1[O:13][C:14]([C:17]([F:20])([F:19])[F:18])=[CH:15][CH:16]=1)[C:5]3=[O:21]. The yield is 0.980. (3) The yield is 0.300. The catalyst is O. The product is [Br:1][C:2]1[CH:6]=[C:5]([NH:13][CH2:10][CH2:11][CH3:12])[S:4][C:3]=1[C:8]#[N:9]. The reactants are [Br:1][C:2]1[CH:6]=[C:5](Br)[S:4][C:3]=1[C:8]#[N:9].[CH2:10]([NH2:13])[CH2:11][CH3:12].